Dataset: Peptide-MHC class II binding affinity with 134,281 pairs from IEDB. Task: Regression. Given a peptide amino acid sequence and an MHC pseudo amino acid sequence, predict their binding affinity value. This is MHC class II binding data. (1) The peptide sequence is ATSLDTMAQMNQAFR. The MHC is DRB1_0101 with pseudo-sequence DRB1_0101. The binding affinity (normalized) is 0.270. (2) The peptide sequence is ISDFRAAIANYHYDA. The MHC is DRB5_0101 with pseudo-sequence DRB5_0101. The binding affinity (normalized) is 0.813.